Dataset: Full USPTO retrosynthesis dataset with 1.9M reactions from patents (1976-2016). Task: Predict the reactants needed to synthesize the given product. (1) Given the product [F:32][C:2]([F:31])([F:1])[C:3]1[CH:26]=[C:25]([C:27]([F:28])([F:29])[F:30])[CH:24]=[CH:23][C:4]=1[CH2:5][N:6]1[C:14]2[C:9](=[CH:10][C:11]([CH:15]=[C:16]3[S:20][C:19]([S:21][CH2:34][CH3:35])=[N:18][C:17]3=[O:22])=[CH:12][CH:13]=2)[CH:8]=[N:7]1, predict the reactants needed to synthesize it. The reactants are: [F:1][C:2]([F:32])([F:31])[C:3]1[CH:26]=[C:25]([C:27]([F:30])([F:29])[F:28])[CH:24]=[CH:23][C:4]=1[CH2:5][N:6]1[C:14]2[C:9](=[CH:10][C:11]([CH:15]=[C:16]3[S:20][C:19](=[S:21])[NH:18][C:17]3=[O:22])=[CH:12][CH:13]=2)[CH:8]=[N:7]1.I[CH2:34][CH3:35]. (2) Given the product [Br:13][C:14]1[CH:19]=[CH:18][C:17]2[N:20]=[C:31]([C@@H:30]3[CH2:34][CH2:35][CH2:36][N:29]3[C:22]([O:24][C:25]([CH3:26])([CH3:28])[CH3:27])=[O:23])[NH:21][C:16]=2[CH:15]=1, predict the reactants needed to synthesize it. The reactants are: CCN=C=NCCCN(C)C.Cl.[Br:13][C:14]1[CH:15]=[C:16]([NH2:21])[C:17]([NH2:20])=[CH:18][CH:19]=1.[C:22]([N:29]1[CH2:36][CH2:35][CH2:34][C@H:30]1[C:31](O)=O)([O:24][C:25]([CH3:28])([CH3:27])[CH3:26])=[O:23].ON1C2C=CC=CC=2N=N1. (3) Given the product [C:7]1([N:6]2[C:2]([C:19]3[CH:20]=[CH:21][CH:22]=[C:17]([O:16][C:15]([F:14])([F:26])[F:27])[CH:18]=3)=[CH:3][C:4]([NH2:13])=[N:5]2)[CH:12]=[CH:11][CH:10]=[CH:9][CH:8]=1, predict the reactants needed to synthesize it. The reactants are: I[C:2]1[N:6]([C:7]2[CH:12]=[CH:11][CH:10]=[CH:9][CH:8]=2)[N:5]=[C:4]([NH2:13])[CH:3]=1.[F:14][C:15]([F:27])([F:26])[O:16][C:17]1[CH:18]=[C:19](B(O)O)[CH:20]=[CH:21][CH:22]=1.C(=O)([O-])[O-].[Na+].[Na+].C1(P(C2CCCCC2)C2CCCCC2)CCCCC1.C(=O)([O-])O.[Na+].